Dataset: Peptide-MHC class I binding affinity with 185,985 pairs from IEDB/IMGT. Task: Regression. Given a peptide amino acid sequence and an MHC pseudo amino acid sequence, predict their binding affinity value. This is MHC class I binding data. (1) The peptide sequence is SWLYNYFVF. The MHC is HLA-C14:02 with pseudo-sequence HLA-C14:02. The binding affinity (normalized) is 0.438. (2) The peptide sequence is MAAAGATLY. The MHC is HLA-C12:03 with pseudo-sequence HLA-C12:03. The binding affinity (normalized) is 0.644.